This data is from Peptide-MHC class II binding affinity with 134,281 pairs from IEDB. The task is: Regression. Given a peptide amino acid sequence and an MHC pseudo amino acid sequence, predict their binding affinity value. This is MHC class II binding data. The peptide sequence is EMLSKEYAERQGKTP. The MHC is DRB1_0101 with pseudo-sequence DRB1_0101. The binding affinity (normalized) is 0.226.